Predict the reactants needed to synthesize the given product. From a dataset of Full USPTO retrosynthesis dataset with 1.9M reactions from patents (1976-2016). (1) Given the product [C:1]([C:8]1[S:9][C:10]([CH2:17][NH2:18])=[C:11]([C:13]([OH:15])=[O:14])[N:12]=1)([O:3][C:4]([CH3:7])([CH3:6])[CH3:5])=[O:2], predict the reactants needed to synthesize it. The reactants are: [C:1]([C:8]1[S:9][C:10]([CH2:17][NH2:18])=[C:11]([C:13]([O:15]C)=[O:14])[N:12]=1)([O:3][C:4]([CH3:7])([CH3:6])[CH3:5])=[O:2].[OH-].[Na+].CCCCCC.CC(C)=O. (2) Given the product [C:1]([NH:4][C@@:5]1([C:13]([NH:15][C:16]([CH3:19])([CH3:18])[CH3:17])=[O:14])[CH2:9][CH2:8][CH2:7][C@@H:6]1[CH2:10][CH2:11][CH2:12][B:23]1[O:24][C:25]([CH3:27])([CH3:26])[C:21]([CH3:28])([CH3:20])[O:22]1)(=[O:3])[CH3:2], predict the reactants needed to synthesize it. The reactants are: [C:1]([NH:4][C@@:5]1([C:13]([NH:15][C:16]([CH3:19])([CH3:18])[CH3:17])=[O:14])[CH2:9][CH2:8][CH2:7][C@@H:6]1[CH2:10][CH:11]=[CH2:12])(=[O:3])[CH3:2].[CH3:20][C:21]1([CH3:28])[C:25]([CH3:27])([CH3:26])[O:24][BH:23][O:22]1.O. (3) The reactants are: [CH2:1]([O:3][C:4](=[O:17])[CH2:5][C:6]1[N:14]2[C:9]([CH:10]=[C:11]([Cl:15])[CH:12]=[CH:13]2)=[CH:8][C:7]=1[CH3:16])[CH3:2].[F:18][C:19]1[CH:20]=[C:21]2[C:26](=[CH:27][CH:28]=1)[N:25]=[C:24]([CH:29]=O)[CH:23]=[CH:22]2. Given the product [CH2:1]([O:3][C:4](=[O:17])[CH2:5][C:6]1[N:14]2[C:9]([CH:10]=[C:11]([Cl:15])[CH:12]=[CH:13]2)=[C:8]([CH2:29][C:24]2[CH:23]=[CH:22][C:21]3[C:26](=[CH:27][CH:28]=[C:19]([F:18])[CH:20]=3)[N:25]=2)[C:7]=1[CH3:16])[CH3:2], predict the reactants needed to synthesize it. (4) Given the product [F:18][C:19]1[CH:20]=[C:21]([C:2]2[C:10]3[N:9]4[CH2:11][CH2:12][NH:13][C:14](=[O:15])[C:8]4=[CH:7][C:6]=3[CH:5]=[C:4]([F:16])[C:3]=2[F:17])[CH:22]=[CH:23][C:24]=1[F:25], predict the reactants needed to synthesize it. The reactants are: Br[C:2]1[C:10]2[N:9]3[CH2:11][CH2:12][NH:13][C:14](=[O:15])[C:8]3=[CH:7][C:6]=2[CH:5]=[C:4]([F:16])[C:3]=1[F:17].[F:18][C:19]1[CH:20]=[C:21](B(O)O)[CH:22]=[CH:23][C:24]=1[F:25].